The task is: Predict the reactants needed to synthesize the given product.. This data is from Full USPTO retrosynthesis dataset with 1.9M reactions from patents (1976-2016). (1) Given the product [OH:19][C@@:5]1([CH2:4][CH2:3][N:2]([CH3:1])[CH2:29][CH2:28][CH2:27][NH:26][C:24](=[O:25])[C:23]([CH2:32][O:33][CH3:34])([CH3:31])[CH2:22][O:21][CH3:20])[CH2:10][C@H:9]2[CH2:11][CH2:12][C@@H:6]1[CH:7]=[C:8]2[C:13]1[CH:18]=[CH:17][CH:16]=[CH:15][CH:14]=1, predict the reactants needed to synthesize it. The reactants are: [CH3:1][NH:2][CH2:3][CH2:4][C:5]1([OH:19])[CH2:10][CH:9]2[CH2:11][CH2:12][CH:6]1[CH:7]=[C:8]2[C:13]1[CH:18]=[CH:17][CH:16]=[CH:15][CH:14]=1.[CH3:20][O:21][CH2:22][C:23]([CH2:32][O:33][CH3:34])([CH3:31])[C:24]([NH:26][CH2:27][CH2:28][CH:29]=O)=[O:25].C([BH3-])#N.[Na+]. (2) Given the product [F:1][C:2]1[CH:3]=[CH:4][C:5]([C:8]2[NH:9][C:10]3[C:15]([C:16]=2[CH:28]([N:29]([CH3:31])[CH3:30])[C:27]2[CH:32]=[CH:33][CH:34]=[C:25]([O:18][C:19]4[CH:20]=[CH:21][CH:22]=[CH:23][CH:24]=4)[CH:26]=2)=[CH:14][CH:13]=[CH:12][CH:11]=3)=[CH:6][CH:7]=1, predict the reactants needed to synthesize it. The reactants are: [F:1][C:2]1[CH:7]=[CH:6][C:5]([C:8]2[NH:9][C:10]3[C:15]([CH:16]=2)=[CH:14][CH:13]=[CH:12][CH:11]=3)=[CH:4][CH:3]=1.[Cl-].[O:18]([C:25]1[CH:26]=[C:27]([CH:32]=[CH:33][CH:34]=1)[CH:28]=[N+:29]([CH3:31])[CH3:30])[C:19]1[CH:24]=[CH:23][CH:22]=[CH:21][CH:20]=1.O(C1C=C(C=CC=1)C=O)C1C=CC=CC=1.CNC. (3) Given the product [C:1]([O:5][C:6]([N:8]1[CH2:12][CH2:11][CH2:10][CH:9]1[C:13]1[CH:28]=[C:29]([C:30]2[CH:23]=[CH:22][CH:21]=[C:32]([Cl:15])[CH:31]=2)[O:17][N:16]=1)=[O:7])([CH3:2])([CH3:3])[CH3:4], predict the reactants needed to synthesize it. The reactants are: [C:1]([O:5][C:6]([N:8]1[CH2:12][CH2:11][CH2:10][CH:9]1[CH:13]=O)=[O:7])([CH3:4])([CH3:3])[CH3:2].[ClH:15].[NH2:16][OH:17].O.ClN1C(=O)[CH2:23][CH2:22][C:21]1=O.N1[CH:32]=[CH:31][CH:30]=[CH:29][CH:28]=1. (4) Given the product [CH2:62]([O:64][C:65]([C:67]1[C:72]([NH:9][C:3]2[CH:4]=[CH:5][C:6]([CH3:8])=[CH:7][C:2]=2[F:1])=[C:71]([CH3:74])[C:70](=[O:75])[N:69]([CH3:76])[C:68]=1[CH3:77])=[O:66])[CH3:63], predict the reactants needed to synthesize it. The reactants are: [F:1][C:2]1[CH:7]=[C:6]([CH3:8])[CH:5]=[CH:4][C:3]=1[NH2:9].C1(P(C2C=CC=CC=2)C2(P(C3C=CC=CC=3)C3C=CC=CC=3)CC=C3C(C=CC=C3)=C2C2C3C(=CC=CC=3)C=CC=2)C=CC=CC=1.C(=O)([O-])[O-].[Cs+].[Cs+].[CH2:62]([O:64][C:65]([C:67]1[C:72](Cl)=[C:71]([CH3:74])[C:70](=[O:75])[N:69]([CH3:76])[C:68]=1[CH3:77])=[O:66])[CH3:63]. (5) Given the product [CH2:12]([C:16]1[CH:17]=[C:18]([NH:19][C:8]([C:5]2[C:4]([CH3:11])=[N:3][N:2]([CH3:1])[C:6]=2[CH3:7])=[O:9])[CH:20]=[CH:21][C:22]=1[C:23]([O:32][CH3:33])([C:24]([F:27])([F:25])[F:26])[C:28]([F:29])([F:30])[F:31])[CH:13]([CH3:15])[CH3:14], predict the reactants needed to synthesize it. The reactants are: [CH3:1][N:2]1[C:6]([CH3:7])=[C:5]([C:8](Cl)=[O:9])[C:4]([CH3:11])=[N:3]1.[CH2:12]([C:16]1[CH:17]=[C:18]([CH:20]=[CH:21][C:22]=1[C:23]([O:32][CH3:33])([C:28]([F:31])([F:30])[F:29])[C:24]([F:27])([F:26])[F:25])[NH2:19])[CH:13]([CH3:15])[CH3:14].C(N(CC)CC)C. (6) Given the product [CH3:19][N:20]1[CH2:25][CH2:24][N:23]([C:2]2[CH:3]=[CH:4][C:5]([N+:9]([O-:11])=[O:10])=[C:6]([NH2:8])[CH:7]=2)[CH2:22][CH2:21]1, predict the reactants needed to synthesize it. The reactants are: F[C:2]1[CH:3]=[CH:4][C:5]([N+:9]([O-:11])=[O:10])=[C:6]([NH2:8])[CH:7]=1.C(N(CC)CC)C.[CH3:19][N:20]1[CH2:25][CH2:24][NH:23][CH2:22][CH2:21]1.